Task: Predict the reaction yield, written as a fraction of the theoretical maximum amount of product (1.0 means a 100% yield; for example, 0.34 means a 34% yield).. Dataset: Reaction yield outcomes from USPTO patents with 853,638 reactions The reactants are [Cl:1][C:2]1[N:3]=[CH:4][C:5]2[NH:10][CH:9]=[CH:8][C:6]=2[N:7]=1.C(=O)(O)[O-].[Na+].[I-:16].[K+].II. The catalyst is O.[Cl-].[Na+].O. The product is [Cl:1][C:2]1[N:3]=[CH:4][C:5]2[NH:10][CH:9]=[C:8]([I:16])[C:6]=2[N:7]=1. The yield is 0.830.